Dataset: Forward reaction prediction with 1.9M reactions from USPTO patents (1976-2016). Task: Predict the product of the given reaction. (1) Given the reactants [Cl:1][C:2]1[N:10]([CH2:11][CH:12]=[CH2:13])[C:9]2[C:8](=[O:14])[NH:7][C:6](=[O:15])[NH:5][C:4]=2[N:3]=1.C(=O)([O-])[O-].[Na+].[Na+].Br[CH2:23][CH2:24][CH2:25][C:26]([F:29])([F:28])[F:27], predict the reaction product. The product is: [Cl:1][C:2]1[N:10]([CH2:11][CH:12]=[CH2:13])[C:9]2[C:8](=[O:14])[NH:7][C:6](=[O:15])[N:5]([CH2:23][CH2:24][CH2:25][C:26]([F:29])([F:28])[F:27])[C:4]=2[N:3]=1. (2) Given the reactants C([O:5][C:6](=[O:25])[CH2:7][N:8]1[CH2:17][CH2:16][C:15]2[C:10](=[CH:11][CH:12]=[C:13]([C:18]3[N:19]=[N:20][C:21]([CH3:24])=[CH:22][CH:23]=3)[CH:14]=2)[CH2:9]1)(C)(C)C.Cl.O1CCOCC1, predict the reaction product. The product is: [CH3:24][C:21]1[N:20]=[N:19][C:18]([C:13]2[CH:14]=[C:15]3[C:10](=[CH:11][CH:12]=2)[CH2:9][N:8]([CH2:7][C:6]([OH:25])=[O:5])[CH2:17][CH2:16]3)=[CH:23][CH:22]=1. (3) Given the reactants CCN(C(C)C)C(C)C.[CH3:10][O:11][C:12]([C:14]1[NH:18][C:17]2[CH:19]=[CH:20][C:21]([NH2:23])=[CH:22][C:16]=2[N:15]=1)=[O:13].[C:24](Cl)(=[O:31])[C:25]1[CH:30]=[CH:29][CH:28]=[CH:27][CH:26]=1, predict the reaction product. The product is: [CH3:10][O:11][C:12]([C:14]1[NH:18][C:17]2[CH:19]=[CH:20][C:21]([NH:23][C:24](=[O:31])[C:25]3[CH:30]=[CH:29][CH:28]=[CH:27][CH:26]=3)=[CH:22][C:16]=2[N:15]=1)=[O:13]. (4) Given the reactants [CH2:1]([N:3]1[C:7]2=[N:8][C:9]([CH2:30][CH3:31])=[C:10]([CH2:19][NH:20][C:21]([CH:23]([CH2:27][CH2:28][CH3:29])[C:24](O)=[O:25])=[O:22])[C:11]([NH:12][CH:13]3[CH2:18][CH2:17][O:16][CH2:15][CH2:14]3)=[C:6]2[CH:5]=[N:4]1)[CH3:2].[NH2:32][CH2:33][C:34]1[CH:35]=[CH:36][C:37]([F:61])=[C:38]([C:40]2[CH:45]=[CH:44][CH:43]=[C:42]([CH2:46][N:47]3[CH2:52][CH2:51][N:50]([C:53]([O:55][C:56]([CH3:59])([CH3:58])[CH3:57])=[O:54])[C@@H:49]([CH3:60])[CH2:48]3)[CH:41]=2)[CH:39]=1.CN(C(ON1N=NC2C=CC=CC1=2)=[N+](C)C)C.F[P-](F)(F)(F)(F)F.CCN(CC)CC, predict the reaction product. The product is: [CH2:1]([N:3]1[C:7]2=[N:8][C:9]([CH2:30][CH3:31])=[C:10]([CH2:19][NH:20][C:21]([CH:23]([CH2:27][CH2:28][CH3:29])[C:24]([NH:32][CH2:33][C:34]3[CH:35]=[CH:36][C:37]([F:61])=[C:38]([C:40]4[CH:45]=[CH:44][CH:43]=[C:42]([CH2:46][N:47]5[CH2:52][CH2:51][N:50]([C:53]([O:55][C:56]([CH3:58])([CH3:57])[CH3:59])=[O:54])[C@@H:49]([CH3:60])[CH2:48]5)[CH:41]=4)[CH:39]=3)=[O:25])=[O:22])[C:11]([NH:12][CH:13]3[CH2:14][CH2:15][O:16][CH2:17][CH2:18]3)=[C:6]2[CH:5]=[N:4]1)[CH3:2]. (5) Given the reactants Br[C:2]1[CH:3]=[C:4]([CH:16]=[O:17])[C:5]([N:8]2[CH2:13][C@@H:12]([CH3:14])[O:11][C@@H:10]([CH3:15])[CH2:9]2)=[N:6][CH:7]=1.[Cl:18][C:19]1[CH:20]=[CH:21][C:22](B(O)O)=[N:23][CH:24]=1, predict the reaction product. The product is: [Cl:18][C:19]1[CH:20]=[CH:21][C:22]([C:2]2[CH:7]=[N:6][C:5]([N:8]3[CH2:13][C@H:12]([CH3:14])[O:11][C@H:10]([CH3:15])[CH2:9]3)=[C:4]([CH:16]=[O:17])[CH:3]=2)=[N:23][CH:24]=1.